This data is from Reaction yield outcomes from USPTO patents with 853,638 reactions. The task is: Predict the reaction yield, written as a fraction of the theoretical maximum amount of product (1.0 means a 100% yield; for example, 0.34 means a 34% yield). (1) The reactants are [CH:1]1([C:4]2[O:8][N:7]=[C:6]([C:9]3[C:14]([Cl:15])=[CH:13][CH:12]=[CH:11][C:10]=3[Cl:16])[C:5]=2[C:17](OCC)=[O:18])[CH2:3][CH2:2]1.[H-].C([Al+]CC(C)C)C(C)C. The catalyst is C1COCC1. The product is [CH:1]1([C:4]2[O:8][N:7]=[C:6]([C:9]3[C:10]([Cl:16])=[CH:11][CH:12]=[CH:13][C:14]=3[Cl:15])[C:5]=2[CH2:17][OH:18])[CH2:3][CH2:2]1. The yield is 0.960. (2) The reactants are I[C:2]1[CH:3]=[C:4]([CH:12]=[CH:13][CH:14]=1)[CH2:5][N:6]1[CH2:11][CH2:10][O:9][CH2:8][CH2:7]1.C(N(CC)CC)C.[C:22]([O:26][CH2:27][CH3:28])(=[O:25])[CH:23]=[CH2:24].C([O-])(=O)C. The catalyst is CN(C)C=O.[Pd]. The product is [CH2:27]([O:26][C:22](=[O:25])[CH:23]=[CH:24][C:2]1[CH:14]=[CH:13][CH:12]=[C:4]([CH2:5][N:6]2[CH2:11][CH2:10][O:9][CH2:8][CH2:7]2)[CH:3]=1)[CH3:28]. The yield is 0.800. (3) The reactants are [CH:1]([C:3]1[CH:8]=[CH:7][CH:6]=[CH:5][C:4]=1[B:9]([OH:11])[OH:10])=O.[OH-].[Na+].[N+:14]([CH3:17])([O-:16])=[O:15].Cl. The catalyst is O. The product is [N+:14]([CH2:17][CH:1]1[O:11][B:9]([OH:10])[C:4]2[CH:5]=[CH:6][CH:7]=[CH:8][C:3]1=2)([O-:16])=[O:15]. The yield is 0.870. (4) The reactants are [CH2:1]([O:3][C:4]1[N:14]=[CH:13][C:12]([S:15]([N:18]2[CH2:23][CH2:22][N:21]([CH2:24][CH3:25])[CH2:20][CH2:19]2)(=[O:17])=[O:16])=[CH:11][C:5]=1[C:6]([O:8]CC)=[O:7])[CH3:2].[OH-].[Na+]. The catalyst is C1(C)C=CC=CC=1.O. The product is [CH2:1]([O:3][C:4]1[N:14]=[CH:13][C:12]([S:15]([N:18]2[CH2:23][CH2:22][N:21]([CH2:24][CH3:25])[CH2:20][CH2:19]2)(=[O:16])=[O:17])=[CH:11][C:5]=1[C:6]([OH:8])=[O:7])[CH3:2]. The yield is 0.430. (5) The reactants are [CH3:1][C:2]1([CH3:33])[C:8](=[O:9])[NH:7][C:6]2[N:10]=[CH:11][C:12](/[CH:14]=[CH:15]/[C:16]([N:18]([CH3:32])[CH2:19][C:20]3[O:21][C:22]4[CH:31]=[CH:30][CH:29]=[CH:28][C:23]=4[C:24]=3[CH2:25][CH2:26][CH3:27])=[O:17])=[CH:13][C:5]=2[CH2:4][NH:3]1.[ClH:34]. The catalyst is C(Cl)Cl.CCOCC. The product is [ClH:34].[CH3:33][C:2]1([CH3:1])[C:8](=[O:9])[NH:7][C:6]2[N:10]=[CH:11][C:12](/[CH:14]=[CH:15]/[C:16]([N:18]([CH3:32])[CH2:19][C:20]3[O:21][C:22]4[CH:31]=[CH:30][CH:29]=[CH:28][C:23]=4[C:24]=3[CH2:25][CH2:26][CH3:27])=[O:17])=[CH:13][C:5]=2[CH2:4][NH:3]1. The yield is 0.720. (6) The reactants are [C:1]([O:5][C:6]([N:8]1[CH:14]([C:15]([OH:17])=O)[CH2:13][C:10]2([CH2:12][CH2:11]2)[CH2:9]1)=[O:7])([CH3:4])([CH3:3])[CH3:2].CN(C(ON1N=NC2C=CC=NC1=2)=[N+](C)C)C.F[P-](F)(F)(F)(F)F.Cl.Cl.[NH2:44][CH2:45][C:46]([C:48]1[CH:53]=[CH:52][C:51]([Br:54])=[CH:50][CH:49]=1)=[O:47].CCN(C(C)C)C(C)C. The catalyst is CN(C=O)C.C(OCC)(=O)C. The product is [C:1]([O:5][C:6]([N:8]1[CH:14]([C:15](=[O:17])[NH:44][CH2:45][C:46]([C:48]2[CH:53]=[CH:52][C:51]([Br:54])=[CH:50][CH:49]=2)=[O:47])[CH2:13][C:10]2([CH2:11][CH2:12]2)[CH2:9]1)=[O:7])([CH3:2])([CH3:3])[CH3:4]. The yield is 0.670.